Dataset: Forward reaction prediction with 1.9M reactions from USPTO patents (1976-2016). Task: Predict the product of the given reaction. (1) The product is: [N:1]12[CH2:8][CH2:7][CH:4]([CH2:5][CH2:6]1)[C@@H:3]([OH:9])[CH2:2]2. Given the reactants [N:1]12[CH2:8][CH2:7][CH:4]([CH2:5][CH2:6]1)[C:3](=[O:9])[CH2:2]2.CC(C)([O-])C.[K+].CC(O)C, predict the reaction product. (2) Given the reactants [N:1]1[N:2]([C:6]2[CH:11]=[CH:10][CH:9]=[CH:8][C:7]=2[C:12]([N:14]2[CH2:19][C@H:18]([C:20]3[S:21][CH:22]=[C:23]([CH2:25][OH:26])[N:24]=3)[CH2:17][CH2:16][C@H:15]2[CH3:27])=[O:13])[N:3]=[CH:4][CH:5]=1.CC(OI1(OC(C)=O)(OC(C)=O)OC(=O)C2C=CC=CC1=2)=O, predict the reaction product. The product is: [N:3]1[N:2]([C:6]2[CH:11]=[CH:10][CH:9]=[CH:8][C:7]=2[C:12]([N:14]2[C@H:15]([CH3:27])[CH2:16][CH2:17][C@@H:18]([C:20]3[S:21][CH:22]=[C:23]([CH:25]=[O:26])[N:24]=3)[CH2:19]2)=[O:13])[N:1]=[CH:5][CH:4]=1. (3) Given the reactants [C:1]([O:5][C:6]([N:8]([C:35]1[CH:40]=[CH:39][C:38]([O:41][CH2:42][CH3:43])=[CH:37][CH:36]=1)[C:9]1[N:14]2[N:15]=[CH:16][CH:17]=[C:13]2[N:12]=[C:11]([NH:18][C@H:19]2[CH2:24][CH2:23][CH2:22][N:21]([C:25]([O:27][C:28]([CH3:31])([CH3:30])[CH3:29])=[O:26])[CH2:20]2)[C:10]=1[CH2:32][CH2:33][OH:34])=[O:7])([CH3:4])([CH3:3])[CH3:2].C(N(CC)CC)C.[CH3:51][S:52](Cl)(=[O:54])=[O:53].Cl, predict the reaction product. The product is: [C:1]([O:5][C:6]([N:8]([C:35]1[CH:36]=[CH:37][C:38]([O:41][CH2:42][CH3:43])=[CH:39][CH:40]=1)[C:9]1[N:14]2[N:15]=[CH:16][CH:17]=[C:13]2[N:12]=[C:11]([NH:18][C@H:19]2[CH2:24][CH2:23][CH2:22][N:21]([C:25]([O:27][C:28]([CH3:29])([CH3:31])[CH3:30])=[O:26])[CH2:20]2)[C:10]=1[CH2:32][CH2:33][O:34][S:52]([CH3:51])(=[O:54])=[O:53])=[O:7])([CH3:2])([CH3:3])[CH3:4]. (4) Given the reactants [CH3:1][S:2]([C:5]1[CH:10]=[C:9]([C@@H:11]([NH:14]S(C(C)(C)C)=O)[CH2:12][CH3:13])[CH:8]=[CH:7][N:6]=1)(=[O:4])=[O:3].[ClH:21].O1CCOCC1, predict the reaction product. The product is: [ClH:21].[CH3:1][S:2]([C:5]1[CH:10]=[C:9]([C@@H:11]([NH2:14])[CH2:12][CH3:13])[CH:8]=[CH:7][N:6]=1)(=[O:4])=[O:3]. (5) Given the reactants Cl.[CH2:2]([O:9][C:10]1[CH:11]=[C:12]([C:26]2[O:27][C:28]([CH3:31])=[CH:29][N:30]=2)[CH:13]=[C:14]([O:17]COCC[Si](C)(C)C)[C:15]=1[Br:16])[C:3]1[CH:8]=[CH:7][CH:6]=[CH:5][CH:4]=1, predict the reaction product. The product is: [CH2:2]([O:9][C:10]1[C:15]([Br:16])=[C:14]([OH:17])[CH:13]=[C:12]([C:26]2[O:27][C:28]([CH3:31])=[CH:29][N:30]=2)[CH:11]=1)[C:3]1[CH:4]=[CH:5][CH:6]=[CH:7][CH:8]=1. (6) Given the reactants [CH3:1][O:2][CH2:3][CH2:4][CH2:5][O:6][C:7]1[CH:12]=[CH:11][N:10]=[C:9]([CH2:13][S:14][C:15]2[NH:19][C:18]3[CH:20]=[CH:21][CH:22]=[CH:23][C:17]=3[N:16]=2)[C:8]=1[CH3:24].[OH-].[Na+].[O-:27]S([O-])(=S)=O.[Na+].[Na+].C(O)(=O)C, predict the reaction product. The product is: [CH3:24][C:8]1[C:9]([CH2:13][S+:14]([O-:27])[C:15]2[NH:19][C:18]3[CH:20]=[CH:21][CH:22]=[CH:23][C:17]=3[N:16]=2)=[N:10][CH:11]=[CH:12][C:7]=1[O:6][CH2:5][CH2:4][CH2:3][O:2][CH3:1]. (7) The product is: [F:18][C:14]1[CH:13]=[C:12]([CH:11]([N:19]2[C:27]3[C:22](=[CH:23][CH:24]=[CH:25][CH:26]=3)[C:21]3([CH2:32][CH2:31][CH2:30][CH2:29][CH2:28]3)[C:20]2=[O:33])[CH2:10][CH2:9][OH:8])[CH:17]=[CH:16][CH:15]=1. Given the reactants [Si]([O:8][CH2:9][CH2:10][CH:11]([N:19]1[C:27]2[C:22](=[CH:23][CH:24]=[CH:25][CH:26]=2)[C:21]2([CH2:32][CH2:31][CH2:30][CH2:29][CH2:28]2)[C:20]1=[O:33])[C:12]1[CH:17]=[CH:16][CH:15]=[C:14]([F:18])[CH:13]=1)(C(C)(C)C)(C)C.[F-].C([N+](CCCC)(CCCC)CCCC)CCC, predict the reaction product.